This data is from NCI-60 drug combinations with 297,098 pairs across 59 cell lines. The task is: Regression. Given two drug SMILES strings and cell line genomic features, predict the synergy score measuring deviation from expected non-interaction effect. Drug 1: CCC1=CC2CC(C3=C(CN(C2)C1)C4=CC=CC=C4N3)(C5=C(C=C6C(=C5)C78CCN9C7C(C=CC9)(C(C(C8N6C)(C(=O)OC)O)OC(=O)C)CC)OC)C(=O)OC.C(C(C(=O)O)O)(C(=O)O)O. Drug 2: CCN(CC)CCCC(C)NC1=C2C=C(C=CC2=NC3=C1C=CC(=C3)Cl)OC. Cell line: NCI-H522. Synergy scores: CSS=62.6, Synergy_ZIP=9.38, Synergy_Bliss=9.54, Synergy_Loewe=-11.2, Synergy_HSA=11.1.